Dataset: Peptide-MHC class I binding affinity with 185,985 pairs from IEDB/IMGT. Task: Regression. Given a peptide amino acid sequence and an MHC pseudo amino acid sequence, predict their binding affinity value. This is MHC class I binding data. (1) The peptide sequence is RVFPGDHFY. The MHC is HLA-A69:01 with pseudo-sequence HLA-A69:01. The binding affinity (normalized) is 0.0847. (2) The peptide sequence is GDGNPDPNA. The MHC is H-2-Kk with pseudo-sequence H-2-Kk. The binding affinity (normalized) is 0.0929. (3) The peptide sequence is PSPVVVGT. The MHC is Mamu-A01 with pseudo-sequence Mamu-A01. The binding affinity (normalized) is 0. (4) The peptide sequence is HNILPHDLI. The MHC is H-2-Kb with pseudo-sequence H-2-Kb. The binding affinity (normalized) is 0.565. (5) The peptide sequence is RAMAWTVV. The MHC is HLA-A02:03 with pseudo-sequence HLA-A02:03. The binding affinity (normalized) is 0.280.